This data is from Full USPTO retrosynthesis dataset with 1.9M reactions from patents (1976-2016). The task is: Predict the reactants needed to synthesize the given product. (1) Given the product [CH3:1][C:2]1[CH:3]=[CH:4][C:5]([C:8]([Cl:14])=[O:10])=[CH:6][CH:7]=1, predict the reactants needed to synthesize it. The reactants are: [CH3:1][C:2]1[CH:3]=[CH:4][C:5]([C:8]([OH:10])=O)=[CH:6][CH:7]=1.C(Cl)(=O)C([Cl:14])=O. (2) Given the product [CH2:1]([N:3]([CH2:11][C:12]1[CH:13]=[N:14][CH:15]=[C:16]([C:19]2[CH:20]=[C:21]3[C:25](=[CH:26][CH:27]=2)[N:24]([CH:28]2[CH2:33][CH2:32][CH2:31][CH2:30][O:29]2)[N:23]=[C:22]3[C:34]2[NH:35][C:36]([C:39]([N:41]([CH3:42])[CH:80]3[CH2:79][CH2:78][N:71]([CH3:72])[CH2:75]3)=[O:40])=[CH:37][N:38]=2)[C:17]=1[CH3:18])[C:4](=[O:10])[O:5][C:6]([CH3:9])([CH3:7])[CH3:8])[CH3:2], predict the reactants needed to synthesize it. The reactants are: [CH2:1]([N:3]([CH2:11][C:12]1[CH:13]=[N:14][CH:15]=[C:16]([C:19]2[CH:20]=[C:21]3[C:25](=[CH:26][CH:27]=2)[N:24]([CH:28]2[CH2:33][CH2:32][CH2:31][CH2:30][O:29]2)[N:23]=[C:22]3[C:34]2[NH:35][C:36]([C:39]([NH:41][CH2:42]C3C=NC=CC=3)=[O:40])=[CH:37][N:38]=2)[C:17]=1[CH3:18])[C:4](=[O:10])[O:5][C:6]([CH3:9])([CH3:8])[CH3:7])[CH3:2].C(OC(N(CC1C(C)=C(C2C=C3[C:72](=CC=2)[N:71]([CH:75]2[CH2:80][CH2:79][CH2:78]CO2)N=C3C2NC(C(O)=O)=CN=2)C=NC=1)CC)=O)(C)(C)C.C(N(C(C)C)CC)(C)C.CNC1CN(C)CC1.CN(C(ON1N=NC2C=CC=NC1=2)=[N+](C)C)C.F[P-](F)(F)(F)(F)F. (3) The reactants are: [C:1]([C:3]1[CH:8]=[C:7]([O:9][CH3:10])[C:6]([O:11][CH2:12][CH2:13][O:14][CH3:15])=[CH:5][C:4]=1[N:16]=[CH:17][N:18](C)C)#[N:2].[Br:21][C:22]1[C:27]([O:28][CH3:29])=[CH:26][C:25](N)=[C:24]([O:31][CH3:32])[CH:23]=1. Given the product [Br:21][C:22]1[C:27]([O:28][CH3:29])=[CH:26][C:25]([NH:2][C:1]2[C:3]3[C:4](=[CH:5][C:6]([O:11][CH2:12][CH2:13][O:14][CH3:15])=[C:7]([O:9][CH3:10])[CH:8]=3)[N:16]=[CH:17][N:18]=2)=[C:24]([O:31][CH3:32])[CH:23]=1, predict the reactants needed to synthesize it. (4) The reactants are: [CH2:1]([O:3][C:4](=[O:18])[CH:5]([C:9]1[C:14]([F:15])=[CH:13][C:12]([OH:16])=[CH:11][C:10]=1[F:17])[O:6][CH2:7][CH3:8])[CH3:2].O[CH2:20][C:21]1[CH:26]=[CH:25][CH:24]=[CH:23][N:22]=1. Given the product [CH2:1]([O:3][C:4](=[O:18])[CH:5]([C:9]1[C:14]([F:15])=[CH:13][C:12]([O:16][CH2:20][C:21]2[CH:26]=[CH:25][CH:24]=[CH:23][N:22]=2)=[CH:11][C:10]=1[F:17])[O:6][CH2:7][CH3:8])[CH3:2], predict the reactants needed to synthesize it. (5) The reactants are: [Cl:1][C:2]1[CH:7]=[C:6]([Cl:8])[N:5]=[C:4]([S:9]([CH3:12])(=O)=O)[N:3]=1.[F:13][C:14]1[CH:29]=[CH:28][CH:27]=[C:26]([F:30])[C:15]=1[C:16]([NH:18][C:19]1[CH:24]=[CH:23]C(S)=[CH:21][CH:20]=1)=[O:17]. Given the product [F:13][C:14]1[CH:29]=[CH:28][CH:27]=[C:26]([F:30])[C:15]=1[C:16]([NH:18][C:19]1[CH:20]=[CH:21][C:12]([S:9][C:4]2[N:3]=[C:2]([Cl:1])[CH:7]=[C:6]([Cl:8])[N:5]=2)=[CH:23][CH:24]=1)=[O:17], predict the reactants needed to synthesize it. (6) Given the product [C:19]1([N:8]([C:5]2[CH:6]=[CH:7][C:2]([B:25]3[O:29][C:28]([CH3:31])([CH3:30])[C:27]([CH3:33])([CH3:32])[O:26]3)=[CH:3][CH:4]=2)[C:9]2[C:18]3[C:13](=[CH:14][CH:15]=[CH:16][CH:17]=3)[CH:12]=[CH:11][CH:10]=2)[CH:24]=[CH:23][CH:22]=[CH:21][CH:20]=1, predict the reactants needed to synthesize it. The reactants are: Br[C:2]1[CH:7]=[CH:6][C:5]([N:8]([C:19]2[CH:24]=[CH:23][CH:22]=[CH:21][CH:20]=2)[C:9]2[C:18]3[C:13](=[CH:14][CH:15]=[CH:16][CH:17]=3)[CH:12]=[CH:11][CH:10]=2)=[CH:4][CH:3]=1.[B:25]1([B:25]2[O:29][C:28]([CH3:31])([CH3:30])[C:27]([CH3:33])([CH3:32])[O:26]2)[O:29][C:28]([CH3:31])([CH3:30])[C:27]([CH3:33])([CH3:32])[O:26]1.C([O-])(=O)C.[K+]. (7) Given the product [Cl:8][C:6]1[N:5]=[CH:4][N:3]=[C:2]([N:18]2[CH2:19][CH2:20][CH:21]([CH3:24])[CH2:22][CH2:23][CH:17]2[CH3:16])[CH:7]=1, predict the reactants needed to synthesize it. The reactants are: Cl[C:2]1[CH:7]=[C:6]([Cl:8])[N:5]=[CH:4][N:3]=1.C(=O)([O-])[O-].[K+].[K+].Cl.[CH3:16][CH:17]1[CH2:23][CH2:22][CH:21]([CH3:24])[CH2:20][CH2:19][NH:18]1.[Cl-].[NH4+].